From a dataset of Catalyst prediction with 721,799 reactions and 888 catalyst types from USPTO. Predict which catalyst facilitates the given reaction. (1) Reactant: Br[CH2:2][C:3]1[CH:8]=[CH:7][C:6]([C:9]2[CH:13]=[C:12]([C:14]([NH2:16])=[O:15])[O:11][N:10]=2)=[CH:5][CH:4]=1.[CH2:17]([C:19]1[CH:24]=[CH:23][CH:22]=[CH:21][C:20]=1[OH:25])[CH3:18].C([O-])([O-])=O.[K+].[K+]. Product: [CH2:17]([C:19]1[CH:24]=[CH:23][CH:22]=[CH:21][C:20]=1[O:25][CH2:2][C:3]1[CH:8]=[CH:7][C:6]([C:9]2[CH:13]=[C:12]([C:14]([NH2:16])=[O:15])[O:11][N:10]=2)=[CH:5][CH:4]=1)[CH3:18]. The catalyst class is: 23. (2) Reactant: [SH:1][C:2]1[CH:10]=[CH:9][C:5]([C:6]([OH:8])=[O:7])=[CH:4][C:3]=1[N+:11]([O-])=O.[CH:14](O)=O. Product: [S:1]1[C:2]2[CH:10]=[CH:9][C:5]([C:6]([OH:8])=[O:7])=[CH:4][C:3]=2[N:11]=[CH:14]1. The catalyst class is: 401. (3) Reactant: [CH3:1][C@H:2]1[O:7][C@@H:6]([CH3:8])[CH2:5][N:4]([C:9]2[S:10][C:11]([C:16]3[CH:21]=[C:20]([CH3:22])[N:19]=[C:18]([CH3:23])[CH:17]=3)=[C:12](C#N)[N:13]=2)[CH2:3]1.[NH3:24].[H][H].[CH3:27]O. Product: [CH3:8][C@H:6]1[O:7][C@@H:2]([CH3:1])[CH2:3][N:4]([C:9]2[S:10][C:11]([C:16]3[CH:21]=[C:20]([CH3:22])[N:19]=[C:18]([CH3:23])[CH:17]=3)=[C:12]([NH:24][CH3:27])[N:13]=2)[CH2:5]1. The catalyst class is: 181. (4) Reactant: [Cl:1][C:2]1[CH:3]=[C:4]([CH:20]=[CH:21][CH:22]=1)[C:5]([NH:7][C:8]12[CH2:17][CH:12]3[CH2:13][CH:14]([CH2:16][C:10]([CH:18]=O)([CH2:11]3)[CH2:9]1)[CH2:15]2)=[O:6].[C:23]([O-])([O-])=O.[K+].[K+].[N+](=C(P(=O)(OC)OC)C(=O)C)=[N-]. Product: [Cl:1][C:2]1[CH:3]=[C:4]([CH:20]=[CH:21][CH:22]=1)[C:5]([NH:7][C:8]12[CH2:15][CH:14]3[CH2:13][CH:12]([CH2:11][C:10]([C:18]#[CH:23])([CH2:16]3)[CH2:9]1)[CH2:17]2)=[O:6]. The catalyst class is: 5. (5) Reactant: C[O:2][C:3]1[CH:22]=[CH:21][C:6]([CH2:7][N:8]2[C:13](=[O:14])[CH:12]=[CH:11][C:10]([C:15]3[CH:20]=[CH:19][CH:18]=[CH:17][CH:16]=3)=[N:9]2)=[CH:5][CH:4]=1.B(Br)(Br)Br. Product: [OH:2][C:3]1[CH:4]=[CH:5][C:6]([CH2:7][N:8]2[C:13](=[O:14])[CH:12]=[CH:11][C:10]([C:15]3[CH:16]=[CH:17][CH:18]=[CH:19][CH:20]=3)=[N:9]2)=[CH:21][CH:22]=1. The catalyst class is: 2. (6) Reactant: [C:1]([O:5][C:6]([N:8]1[CH2:13][CH2:12][CH:11]([CH2:14][CH2:15]O)[CH2:10][CH2:9]1)=[O:7])([CH3:4])([CH3:3])[CH3:2].C1C=CC(P(C2C=CC=CC=2)C2C=CC=CC=2)=CC=1.N1C=CN=C1.[I:41]I. Product: [C:1]([O:5][C:6]([N:8]1[CH2:13][CH2:12][CH:11]([CH2:14][CH2:15][I:41])[CH2:10][CH2:9]1)=[O:7])([CH3:4])([CH3:3])[CH3:2]. The catalyst class is: 11. (7) Reactant: C1N=CN(C(N2C=NC=C2)=O)C=1.[CH2:13]([N:20]1[C:28]2[CH:27]=[C:26]([C:29]([OH:31])=O)[N:25]=[C:24]([NH:32][CH2:33][C:34]3[CH:39]=[CH:38][CH:37]=[CH:36][CH:35]=3)[C:23]=2[NH:22][C:21]1=[O:40])[C:14]1[CH:19]=[CH:18][CH:17]=[CH:16][CH:15]=1.[OH:41][NH:42][C:43](=[NH:45])[CH3:44].[Al]. Product: [OH:41][N:42]=[C:43]([NH:45][C:29]([C:26]1[N:25]=[C:24]([NH:32][CH2:33][C:34]2[CH:39]=[CH:38][CH:37]=[CH:36][CH:35]=2)[C:23]2[NH:22][C:21](=[O:40])[N:20]([CH2:13][C:14]3[CH:15]=[CH:16][CH:17]=[CH:18][CH:19]=3)[C:28]=2[CH:27]=1)=[O:31])[CH3:44]. The catalyst class is: 3. (8) Reactant: [C:1]([O:5][C:6]([N:8]1[CH2:12][C@H:11]([F:13])[CH2:10][C@H:9]1[C:14]([OH:16])=O)=[O:7])([CH3:4])([CH3:3])[CH3:2].Cl.[NH2:18][CH2:19][C:20]1[CH:25]=[C:24]([C:26]2[CH:27]=[N:28][C:29]([C:32]([F:35])([F:34])[F:33])=[CH:30][CH:31]=2)[N:23]=[CH:22][C:21]=1[C:36]([O:38][CH3:39])=[O:37].CN(C(ON1N=NC2C=CC=NC1=2)=[N+](C)C)C.F[P-](F)(F)(F)(F)F.CCN(C(C)C)C(C)C. Product: [C:1]([O:5][C:6]([N:8]1[CH2:12][C@@H:11]([F:13])[CH2:10][C@@H:9]1[C:14]([NH:18][CH2:19][C:20]1[CH:25]=[C:24]([C:26]2[CH:27]=[N:28][C:29]([C:32]([F:33])([F:34])[F:35])=[CH:30][CH:31]=2)[N:23]=[CH:22][C:21]=1[C:36]([O:38][CH3:39])=[O:37])=[O:16])=[O:7])([CH3:2])([CH3:3])[CH3:4]. The catalyst class is: 7. (9) Reactant: Cl[C:2]1[C:3]2[C:4](=[CH:13][N:14](CC3C=CC(OC)=CC=3)[N:15]=2)[N:5]=[C:6]([C:8]2[S:9][CH:10]=[CH:11][CH:12]=2)[N:7]=1.[NH2:25][C:26]1[CH:31]=[CH:30][C:29]([C:32]([N:34]2[CH2:39][CH2:38][CH:37]([N:40]3[CH2:45][CH2:44][N:43]([CH3:46])[CH2:42][CH2:41]3)[CH2:36][CH2:35]2)=[O:33])=[CH:28][CH:27]=1.Cl. Product: [CH3:46][N:43]1[CH2:44][CH2:45][N:40]([CH:37]2[CH2:38][CH2:39][N:34]([C:32]([C:29]3[CH:28]=[CH:27][C:26]([NH:25][C:2]4[C:3]5[NH:15][N:14]=[CH:13][C:4]=5[N:5]=[C:6]([C:8]5[S:9][CH:10]=[CH:11][CH:12]=5)[N:7]=4)=[CH:31][CH:30]=3)=[O:33])[CH2:35][CH2:36]2)[CH2:41][CH2:42]1. The catalyst class is: 71. (10) Reactant: [N+:1]([C:4]1[CH:21]=[CH:20][C:7]([O:8][CH:9]2[CH2:14][CH2:13][CH:12]([C:15]([O:17][CH2:18][CH3:19])=[O:16])[CH2:11][CH2:10]2)=[CH:6][CH:5]=1)([O-])=O. Product: [NH2:1][C:4]1[CH:5]=[CH:6][C:7]([O:8][C@@H:9]2[CH2:14][CH2:13][C@H:12]([C:15]([O:17][CH2:18][CH3:19])=[O:16])[CH2:11][CH2:10]2)=[CH:20][CH:21]=1. The catalyst class is: 50.